From a dataset of Catalyst prediction with 721,799 reactions and 888 catalyst types from USPTO. Predict which catalyst facilitates the given reaction. (1) Reactant: IN1[C:6](=[O:7])[CH2:5]CC1=O.C(N([CH2:14][CH3:15])CC)C.[OH-:16].[Na+].ClC1[CH:24]=[C:23]([CH3:25])[CH:22]=[C:21]([OH:26])[C:20]=1[C:27]([C:29]1[CH:34]=[CH:33][C:32](OC)=[CH:31][CH:30]=1)=[O:28].O1CC[CH2:39][CH2:38]1. Product: [CH2:6]([O:7][C:25]([C:23]1[CH:24]=[C:14]([CH3:15])[C:20]([C:27](=[O:28])[C:29]2[CH:30]=[CH:31][C:32]([CH2:38][CH3:39])=[CH:33][CH:34]=2)=[C:21]([OH:26])[CH:22]=1)=[O:16])[CH3:5]. The catalyst class is: 11. (2) Reactant: [C:1]1([C:7]2[CH:8]=[CH:9][C:10]3[N:11]([C:13]([NH2:16])=[CH:14][N:15]=3)[N:12]=2)[CH:6]=[CH:5][CH:4]=[CH:3][CH:2]=1.N1C=CC=CC=1.[C:23](O[C:23](=[O:26])[CH2:24][CH3:25])(=[O:26])[CH2:24][CH3:25].C(=O)(O)[O-].[Na+]. Product: [C:1]1([C:7]2[CH:8]=[CH:9][C:10]3[N:11]([C:13]([NH:16][C:23](=[O:26])[CH2:24][CH3:25])=[CH:14][N:15]=3)[N:12]=2)[CH:2]=[CH:3][CH:4]=[CH:5][CH:6]=1. The catalyst class is: 4. (3) Reactant: Cl.[C:2]([O:6][C:7](=[O:33])[CH2:8][NH:9][C:10]1[C:15]([NH:16][C:17](OCC2C=CC=CC=2)=[O:18])=[CH:14][N:13]=[C:12]([C:27]2[CH:32]=[CH:31][CH:30]=[CH:29][CH:28]=2)[N:11]=1)([CH3:5])([CH3:4])[CH3:3].CC(C)([O-])C.[K+].O. Product: [C:2]([O:6][C:7](=[O:33])[CH2:8][N:9]1[C:17](=[O:18])[NH:16][C:15]2[C:10]1=[N:11][C:12]([C:27]1[CH:32]=[CH:31][CH:30]=[CH:29][CH:28]=1)=[N:13][CH:14]=2)([CH3:5])([CH3:4])[CH3:3]. The catalyst class is: 10. (4) Reactant: C(N(C(C)C)CC)(C)C.[NH2:10][CH:11]([CH2:15][OH:16])[CH:12]([CH3:14])[CH3:13].[C:17]1([CH3:26])[CH:22]=[CH:21][C:20]([C:23](Cl)=[O:24])=[CH:19][CH:18]=1.[OH-].[Na+]. Product: [C:17]1([CH3:26])[CH:22]=[CH:21][C:20]([C:23]([NH:10][C@H:11]([CH2:15][OH:16])[CH:12]([CH3:14])[CH3:13])=[O:24])=[CH:19][CH:18]=1. The catalyst class is: 2. (5) The catalyst class is: 4. Product: [CH2:6]([O:5][C:1](=[O:4])[CH2:2][O:3][S:21]([CH3:20])(=[O:23])=[O:22])[C:7]1[CH:12]=[CH:11][CH:10]=[CH:9][CH:8]=1. Reactant: [C:1]([O:5][CH2:6][C:7]1[CH:12]=[CH:11][CH:10]=[CH:9][CH:8]=1)(=[O:4])[CH2:2][OH:3].C(N(CC)CC)C.[CH3:20][S:21](Cl)(=[O:23])=[O:22].